This data is from Full USPTO retrosynthesis dataset with 1.9M reactions from patents (1976-2016). The task is: Predict the reactants needed to synthesize the given product. The reactants are: [NH2:1][C:2]1[NH:6][N:5]=[C:4]([NH:7][C:8]2[CH:13]=[C:12]([C:14]([F:17])([F:16])[F:15])[C:11]([C:18]3[CH:23]=[CH:22][C:21]([C:24]([O:26]C(C)(C)C)=[O:25])=[CH:20][CH:19]=3)=[C:10]([Cl:31])[CH:9]=2)[N:3]=1.[C:32]([OH:38])([C:34]([F:37])([F:36])[F:35])=[O:33]. Given the product [F:35][C:34]([F:37])([F:36])[C:32]([OH:38])=[O:33].[NH2:1][C:2]1[NH:6][N:5]=[C:4]([NH:7][C:8]2[CH:13]=[C:12]([C:14]([F:15])([F:16])[F:17])[C:11]([C:18]3[CH:19]=[CH:20][C:21]([C:24]([OH:26])=[O:25])=[CH:22][CH:23]=3)=[C:10]([Cl:31])[CH:9]=2)[N:3]=1, predict the reactants needed to synthesize it.